Task: Predict the product of the given reaction.. Dataset: Forward reaction prediction with 1.9M reactions from USPTO patents (1976-2016) (1) Given the reactants [NH2:1][CH:2]([C:11]1[CH:16]=[CH:15][CH:14]=[CH:13][CH:12]=1)[C:3]1([N:8]([CH3:10])[CH3:9])[CH2:7][CH2:6][CH2:5][CH2:4]1.[CH3:17][O:18][C:19]1[C:27]([C:28](O)=[O:29])=[C:23]2[CH:24]=[CH:25][O:26][C:22]2=[CH:21][CH:20]=1.C1C=CC2N(O)N=NC=2C=1.C1CCC(N=C=NC2CCCCC2)CC1, predict the reaction product. The product is: [CH3:9][N:8]([CH3:10])[C:3]1([CH:2]([C:11]2[CH:12]=[CH:13][CH:14]=[CH:15][CH:16]=2)[NH:1][C:28]([C:27]2[C:19]([O:18][CH3:17])=[CH:20][CH:21]=[C:22]3[O:26][CH:25]=[CH:24][C:23]=23)=[O:29])[CH2:7][CH2:6][CH2:5][CH2:4]1. (2) Given the reactants [NH:1]1[CH:5]=[CH:4][N:3]=[N:2]1.I[C:7]1[CH:12]=[CH:11][CH:10]=[CH:9][CH:8]=1.N1C2C(=CC=C3C=2N=CC=C3)C=CC=1, predict the reaction product. The product is: [C:7]1([N:1]2[CH:5]=[CH:4][N:3]=[N:2]2)[CH:12]=[CH:11][CH:10]=[CH:9][CH:8]=1. (3) Given the reactants [C:1](=[N:14][C:15]1[CH:24]=[C:23](Cl)[C:22]2[C:17](=[CH:18][C:19]([S:26][C:27]3[CH:28]=[C:29]([C:33]4([C:39]#[N:40])[CH2:38][CH2:37][O:36][CH2:35][CH2:34]4)[CH:30]=[CH:31][CH:32]=3)=[CH:20][CH:21]=2)[N:16]=1)([C:8]1[CH:13]=[CH:12][CH:11]=[CH:10][CH:9]=1)[C:2]1[CH:7]=[CH:6][CH:5]=[CH:4][CH:3]=1.[F:41][C:42]1[CH:47]=[CH:46][C:45](B(O)O)=[CH:44][CH:43]=1.C(=O)([O-])[O-].[K+].[K+], predict the reaction product. The product is: [C:1](=[N:14][C:15]1[CH:24]=[C:23]([C:45]2[CH:46]=[CH:47][C:42]([F:41])=[CH:43][CH:44]=2)[C:22]2[C:17](=[CH:18][C:19]([S:26][C:27]3[CH:28]=[C:29]([C:33]4([C:39]#[N:40])[CH2:38][CH2:37][O:36][CH2:35][CH2:34]4)[CH:30]=[CH:31][CH:32]=3)=[CH:20][CH:21]=2)[N:16]=1)([C:8]1[CH:13]=[CH:12][CH:11]=[CH:10][CH:9]=1)[C:2]1[CH:7]=[CH:6][CH:5]=[CH:4][CH:3]=1. (4) The product is: [CH3:1][O:2][C:3]1[CH:8]=[CH:7][C:6]([N:9]2[C:10]3[CH:15]=[CH:14][CH:13]=[CH:12][C:11]=3[N:16]=[C:17]2[C:19]2([CH3:22])[CH2:21][CH2:20]2)=[CH:5][CH:4]=1. Given the reactants [CH3:1][O:2][C:3]1[CH:8]=[CH:7][C:6]([NH:9][C:10]2[CH:15]=[CH:14][CH:13]=[CH:12][C:11]=2[NH:16][C:17]([C:19]2([CH3:22])[CH2:21][CH2:20]2)=O)=[CH:5][CH:4]=1.Cl.O1CCOCC1.CO, predict the reaction product.